From a dataset of Forward reaction prediction with 1.9M reactions from USPTO patents (1976-2016). Predict the product of the given reaction. (1) The product is: [CH3:18][O:17][N:15]([CH3:16])[C:14]([C:13]1[C:12](=[O:20])[NH:11][C:5]2[C:4]([C:3]=1[OH:21])=[CH:9][C:8]([Cl:10])=[CH:7][CH:6]=2)=[O:19]. Given the reactants CO[C:3](=[O:21])[C:4]1[CH:9]=[C:8]([Cl:10])[CH:7]=[CH:6][C:5]=1[NH:11][C:12](=[O:20])[CH2:13][C:14](=[O:19])[N:15]([O:17][CH3:18])[CH3:16].C[O-].[Na+].Cl, predict the reaction product. (2) The product is: [Cl:15][C:12]1[CH:13]=[CH:14][C:9]([C:7]2[N:25]=[C:23]([CH:22]([CH:26]3[CH2:31][CH2:30][CH2:29][CH2:28][CH2:27]3)[C:16]3[CH:17]=[CH:18][CH:19]=[CH:20][CH:21]=3)[S:24][C:2]=2[CH2:3][C:4]([OH:6])=[O:5])=[CH:10][CH:11]=1. Given the reactants Br[CH:2]([C:7]([C:9]1[CH:14]=[CH:13][C:12]([Cl:15])=[CH:11][CH:10]=1)=O)[CH2:3][C:4]([OH:6])=[O:5].[CH:16]1([CH:22]([C:26]2[CH:31]=[CH:30][CH:29]=[CH:28][CH:27]=2)[C:23]([NH2:25])=[S:24])[CH2:21][CH2:20][CH2:19][CH2:18][CH2:17]1, predict the reaction product. (3) Given the reactants C(N(CC)CC)C.Cl.[NH2:9][C@H:10]([CH2:13][O:14][CH2:15][C:16]1[CH:21]=[CH:20][CH:19]=[CH:18][CH:17]=1)[CH2:11][OH:12].[Cl:22][CH2:23][C:24](Cl)=[O:25], predict the reaction product. The product is: [CH2:15]([O:14][CH2:13][C@@H:10]([NH:9][C:24](=[O:25])[CH2:23][Cl:22])[CH2:11][OH:12])[C:16]1[CH:21]=[CH:20][CH:19]=[CH:18][CH:17]=1. (4) The product is: [C:22]([O:23][CH:24]([CH2:10][C:9]([CH3:11])=[CH:5][CH2:4][CH2:3][CH:2]([CH3:1])[CH:12]=[CH2:13])[CH3:25])(=[O:16])[CH3:21]. Given the reactants [CH3:1][CH:2]([CH:12]=[CH2:13])[CH2:3][CH2:4][CH:5]([C:9]([CH3:11])=[CH2:10])C(=O)C.C(=[O:16])C.B(F)(F)F.[CH3:21][CH2:22][O:23][CH2:24][CH3:25], predict the reaction product.